This data is from Reaction yield outcomes from USPTO patents with 853,638 reactions. The task is: Predict the reaction yield, written as a fraction of the theoretical maximum amount of product (1.0 means a 100% yield; for example, 0.34 means a 34% yield). (1) The catalyst is O1CCCC1.C(OCC)(=O)C. The reactants are N(C(OC(C)(C)C)=O)=NC(OC(C)(C)C)=O.[F:17][C:18]1[CH:23]=[CH:22][C:21]([C:24]([N:26]2[CH2:31][CH2:30][N:29]([C:32]3[CH:37]=[CH:36][C:35]([OH:38])=[CH:34][CH:33]=3)[CH2:28][CH2:27]2)=[O:25])=[CH:20][CH:19]=1.C1(P(C2C=CC=CC=2)C2C=CC=CC=2)C=CC=CC=1.O[CH:59]1[CH2:64][CH2:63][N:62]([C:65]([O:67][C:68]([CH3:71])([CH3:70])[CH3:69])=[O:66])[CH2:61][CH2:60]1. The yield is 0.670. The product is [F:17][C:18]1[CH:19]=[CH:20][C:21]([C:24]([N:26]2[CH2:27][CH2:28][N:29]([C:32]3[CH:37]=[CH:36][C:35]([O:38][CH:59]4[CH2:64][CH2:63][N:62]([C:65]([O:67][C:68]([CH3:71])([CH3:70])[CH3:69])=[O:66])[CH2:61][CH2:60]4)=[CH:34][CH:33]=3)[CH2:30][CH2:31]2)=[O:25])=[CH:22][CH:23]=1. (2) The reactants are [N+:1]([CH2:3][C:4]([O:6]C)=O)#[C-:2].[CH3:8][N:9]1[CH2:14][CH2:13][NH:12][CH2:11][CH2:10]1. No catalyst specified. The product is [N+:1]([CH2:3][C:4]([N:12]1[CH2:13][CH2:14][N:9]([CH3:8])[CH2:10][CH2:11]1)=[O:6])#[C-:2]. The yield is 0.990. (3) The reactants are [CH2:1]([O:3][C:4](=[O:30])[C@@H:5]([O:27][CH2:28][CH3:29])[CH2:6][C:7]1[CH:12]=[CH:11][C:10]([O:13][CH2:14][CH2:15][C:16]2[CH:21]=[CH:20][C:19]([NH:22][S:23]([CH3:26])(=[O:25])=[O:24])=[CH:18][CH:17]=2)=[CH:9][CH:8]=1)[CH3:2].I[CH3:32].[H-].[Na+]. The catalyst is O1CCCC1. The product is [CH2:1]([O:3][C:4](=[O:30])[C@@H:5]([O:27][CH2:28][CH3:29])[CH2:6][C:7]1[CH:8]=[CH:9][C:10]([O:13][CH2:14][CH2:15][C:16]2[CH:21]=[CH:20][C:19]([N:22]([S:23]([CH3:26])(=[O:25])=[O:24])[CH3:32])=[CH:18][CH:17]=2)=[CH:11][CH:12]=1)[CH3:2]. The yield is 0.558. (4) The reactants are [CH2:1]([O:8][C:9]([NH:11][C:12]1[C:13]([CH3:40])=[C:14]([C:18]2[C:30]3[C:29]4[C:24](=[CH:25][C:26]([O:31][CH2:32][CH2:33][O:34][CH3:35])=[CH:27][CH:28]=4)[NH:23][C:22]=3[C:21]([C:36](O)=[O:37])=[N:20][C:19]=2[CH3:39])[CH:15]=[CH:16][CH:17]=1)=[O:10])[C:2]1[CH:7]=[CH:6][CH:5]=[CH:4][CH:3]=1.[Cl-].[NH4+].F[P-](F)(F)(F)(F)F.[N:50]1(O[P+](N(C)C)(N(C)C)N(C)C)C2C=CC=CC=2N=N1.CCN(C(C)C)C(C)C.CN1CCOCC1. The catalyst is CN(C=O)C.O. The product is [C:36]([C:21]1[C:22]2[NH:23][C:24]3[C:29]([C:30]=2[C:18]([C:14]2[C:13]([CH3:40])=[C:12]([NH:11][C:9](=[O:10])[O:8][CH2:1][C:2]4[CH:7]=[CH:6][CH:5]=[CH:4][CH:3]=4)[CH:17]=[CH:16][CH:15]=2)=[C:19]([CH3:39])[N:20]=1)=[CH:28][CH:27]=[C:26]([O:31][CH2:32][CH2:33][O:34][CH3:35])[CH:25]=3)(=[O:37])[NH2:50]. The yield is 0.970.